From a dataset of Full USPTO retrosynthesis dataset with 1.9M reactions from patents (1976-2016). Predict the reactants needed to synthesize the given product. (1) Given the product [NH2:20][C:18]1[C:17]([CH3:24])=[CH:16][C:15]2[C:11]([CH2:10][CH2:9][C:8]3[N:4]([CH:1]([CH3:3])[CH3:2])[N:5]=[C:6]([C:25]4[CH:30]=[CH:29][C:28]([C:31]([F:34])([F:33])[F:32])=[CH:27][CH:26]=4)[CH:7]=3)=[N:12][O:13][C:14]=2[CH:19]=1, predict the reactants needed to synthesize it. The reactants are: [CH:1]([N:4]1[C:8]([CH2:9][CH2:10][C:11]2[C:15]3[CH:16]=[C:17]([CH3:24])[C:18]([NH:20]C(=O)C)=[CH:19][C:14]=3[O:13][N:12]=2)=[CH:7][C:6]([C:25]2[CH:30]=[CH:29][C:28]([C:31]([F:34])([F:33])[F:32])=[CH:27][CH:26]=2)=[N:5]1)([CH3:3])[CH3:2].[OH-].[Na+]. (2) Given the product [CH2:1]1[C:11]2=[C:12]3[C:7](=[CH:8][CH:9]=[CH:10]2)[CH2:6][CH2:5][CH2:4][N:3]3[CH2:2]1, predict the reactants needed to synthesize it. The reactants are: [CH:1]1[C:11]2=[C:12]3[C:7](=[CH:8][CH:9]=[CH:10]2)[CH2:6][CH2:5][CH2:4][N:3]3[CH:2]=1.C([BH3-])#N.[Na+].FC(F)(F)C(OC(=O)C(F)(F)F)=O.[OH-].[K+].